Dataset: HIV replication inhibition screening data with 41,000+ compounds from the AIDS Antiviral Screen. Task: Binary Classification. Given a drug SMILES string, predict its activity (active/inactive) in a high-throughput screening assay against a specified biological target. (1) The drug is CC(=O)OC1C2C(=C(C)C(=O)OC2c2ccoc2)C2(C)C3CCC(C)(C(=O)O3)C12. The result is 1 (active). (2) The molecule is CC(C)C(=O)C=Cc1c(Cl)cccc1Cl. The result is 0 (inactive). (3) The drug is CN=C(NC)N(C)c1nc(N(C)C)s[s+]1.[O-][Cl+3]([O-])([O-])O. The result is 0 (inactive). (4) The drug is COc1ccc(C2C(C#N)=C(O)NC(O)=C2C#N)cc1OC. The result is 0 (inactive). (5) The drug is COc1c(C)c2c(c3c1c(=O)c1ccccc1n3C)C=CC(C)(C)O2. The result is 0 (inactive).